This data is from Reaction yield outcomes from USPTO patents with 853,638 reactions. The task is: Predict the reaction yield, written as a fraction of the theoretical maximum amount of product (1.0 means a 100% yield; for example, 0.34 means a 34% yield). (1) The reactants are Br[C:2]1[CH:3]=[C:4]([N:13]([C@H:16]2[CH2:21][CH2:20][C@H:19]([NH:22][C:23]([O:25][C:26]([CH3:29])([CH3:28])[CH3:27])=[O:24])[CH2:18][CH2:17]2)[CH2:14][CH3:15])[C:5]([CH3:12])=[C:6]([CH:11]=1)[C:7]([O:9][CH3:10])=[O:8].[OH:30][C:31]1[CH:36]=[CH:35][C:34](B(O)O)=[CH:33][CH:32]=1.C([O-])([O-])=O.[Na+].[Na+]. The catalyst is O1CCOCC1.O.C1C=CC([P]([Pd]([P](C2C=CC=CC=2)(C2C=CC=CC=2)C2C=CC=CC=2)([P](C2C=CC=CC=2)(C2C=CC=CC=2)C2C=CC=CC=2)[P](C2C=CC=CC=2)(C2C=CC=CC=2)C2C=CC=CC=2)(C2C=CC=CC=2)C2C=CC=CC=2)=CC=1. The product is [C:26]([O:25][C:23]([NH:22][C@H:19]1[CH2:20][CH2:21][C@H:16]([N:13]([CH2:14][CH3:15])[C:4]2[C:5]([CH3:12])=[C:6]([C:7]([O:9][CH3:10])=[O:8])[CH:11]=[C:2]([C:34]3[CH:35]=[CH:36][C:31]([OH:30])=[CH:32][CH:33]=3)[CH:3]=2)[CH2:17][CH2:18]1)=[O:24])([CH3:28])([CH3:27])[CH3:29]. The yield is 0.920. (2) The reactants are Br[C:2]1[CH:3]=[C:4]([N:24]([CH2:31][CH3:32])[CH:25]2[CH2:30][CH2:29][O:28][CH2:27][CH2:26]2)[C:5]([CH3:23])=[C:6]([CH:22]=1)[C:7]([NH:9][CH2:10][C:11]1[C:12](=[O:21])[NH:13][C:14]([CH3:20])=[CH:15][C:16]=1[CH:17]([CH3:19])[CH3:18])=[O:8].CC1(C)C(C)(C)OB([C:41]2[CH:42]=[CH:43][C:44]([CH:47]=[O:48])=[N:45][CH:46]=2)O1.C([O-])([O-])=O.[Na+].[Na+]. The catalyst is O1CCOCC1.C1C=CC([P]([Pd]([P](C2C=CC=CC=2)(C2C=CC=CC=2)C2C=CC=CC=2)([P](C2C=CC=CC=2)(C2C=CC=CC=2)C2C=CC=CC=2)[P](C2C=CC=CC=2)(C2C=CC=CC=2)C2C=CC=CC=2)(C2C=CC=CC=2)C2C=CC=CC=2)=CC=1. The product is [CH2:31]([N:24]([CH:25]1[CH2:30][CH2:29][O:28][CH2:27][CH2:26]1)[C:4]1[C:5]([CH3:23])=[C:6]([CH:22]=[C:2]([C:41]2[CH:46]=[N:45][C:44]([CH:47]=[O:48])=[CH:43][CH:42]=2)[CH:3]=1)[C:7]([NH:9][CH2:10][C:11]1[C:12](=[O:21])[NH:13][C:14]([CH3:20])=[CH:15][C:16]=1[CH:17]([CH3:19])[CH3:18])=[O:8])[CH3:32]. The yield is 0.665. (3) The catalyst is C(O)C. The reactants are [Cl:1][C:2]1[C:3]([O:12][C:13]2[CH:18]=[C:17]([O:19][CH2:20][CH2:21][CH:22]3[O:26][CH2:25][CH2:24][O:23]3)[CH:16]=[CH:15][C:14]=2/[CH:27]=[CH:28]/[C:29]([O:31]CC)=[O:30])=[N:4][CH:5]=[C:6]([C:8]([F:11])([F:10])[F:9])[CH:7]=1.[OH-].[Na+].O1CCCC1. The product is [Cl:1][C:2]1[C:3]([O:12][C:13]2[CH:18]=[C:17]([O:19][CH2:20][CH2:21][CH:22]3[O:26][CH2:25][CH2:24][O:23]3)[CH:16]=[CH:15][C:14]=2/[CH:27]=[CH:28]/[C:29]([OH:31])=[O:30])=[N:4][CH:5]=[C:6]([C:8]([F:10])([F:9])[F:11])[CH:7]=1. The yield is 0.830. (4) The reactants are [Na:1].[CH3:2][C:3]1[C:4]([CH2:20][S:21]([C:23]2[NH:27][C:26]3[CH:28]=[CH:29][CH:30]=[CH:31][C:25]=3[N:24]=2)=[O:22])=[N:5][CH:6]=[CH:7][C:8]=1[O:9]CCC1(CCC)OCCO1.ClC1C=C[N+]([O-])=C(C)C=1C.[CH2:42]([C:44]1([CH2:49]O)[O:48][CH2:47][CH2:46][O:45]1)[CH3:43]. No catalyst specified. The product is [Na:1].[CH2:42]([C:44]1([CH2:49][O:9][C:8]2[CH:7]=[CH:6][N:5]=[C:4]([CH2:20][S:21]([C:23]3[NH:27][C:26]4[CH:28]=[CH:29][CH:30]=[CH:31][C:25]=4[N:24]=3)=[O:22])[C:3]=2[CH3:2])[O:48][CH2:47][CH2:46][O:45]1)[CH3:43]. The yield is 0.0960. (5) The reactants are [Cl:1][C:2]1[CH:3]=[C:4]([CH:7]=[C:8]([Cl:10])[CH:9]=1)[CH:5]=[O:6].[F:11][C:12]([Si](C)(C)C)([F:14])[F:13].[F-].C([N+](CCCC)(CCCC)CCCC)CCC. The catalyst is C1COCC1.Cl.O. The product is [Cl:1][C:2]1[CH:3]=[C:4]([CH:5]([OH:6])[C:12]([F:14])([F:13])[F:11])[CH:7]=[C:8]([Cl:10])[CH:9]=1. The yield is 0.600. (6) The reactants are [F:1][C:2]1[CH:3]=[C:4]2[C:8](=[CH:9][CH:10]=1)[N:7]([CH2:11][C@H:12]1[CH2:21][N:16]3[CH2:17][CH2:18][NH:19][CH2:20][C@@H:15]3[CH2:14][CH2:13]1)[CH:6]=[CH:5]2.Cl[C:23]1[N:28]=[CH:27][C:26]([F:29])=[CH:25][N:24]=1.C(=O)([O-])[O-].[Na+].[Na+]. The catalyst is O. The product is [F:1][C:2]1[CH:3]=[C:4]2[C:8](=[CH:9][CH:10]=1)[N:7]([CH2:11][C@H:12]1[CH2:21][N:16]3[CH2:17][CH2:18][N:19]([C:23]4[N:28]=[CH:27][C:26]([F:29])=[CH:25][N:24]=4)[CH2:20][C@@H:15]3[CH2:14][CH2:13]1)[CH:6]=[CH:5]2. The yield is 0.400. (7) The reactants are [Cl:1][C:2]1[C:3]([C:10]([F:13])([F:12])[F:11])=[CH:4][C:5](I)=[C:6]([CH:8]=1)[NH2:7].[C:14]([Cu])#[N:15]. The catalyst is CN(C=O)C. The product is [NH2:7][C:6]1[CH:8]=[C:2]([Cl:1])[C:3]([C:10]([F:13])([F:12])[F:11])=[CH:4][C:5]=1[C:14]#[N:15]. The yield is 0.630. (8) The reactants are [N:1]([CH2:4][CH2:5][O:6][CH2:7][CH2:8][O:9][CH2:10][CH:11]([O:22][CH2:23][C:24]([O:26][C:27]([CH3:30])([CH3:29])[CH3:28])=[O:25])[CH2:12][O:13][CH2:14][CH2:15][O:16][CH2:17][CH2:18][N:19]=[N+]=[N-])=[N+]=[N-].C(O)(=O)C. The catalyst is C(O)C.O.[Ni]. The product is [NH2:1][CH2:4][CH2:5][O:6][CH2:7][CH2:8][O:9][CH2:10][CH:11]([O:22][CH2:23][C:24]([O:26][C:27]([CH3:30])([CH3:29])[CH3:28])=[O:25])[CH2:12][O:13][CH2:14][CH2:15][O:16][CH2:17][CH2:18][NH2:19]. The yield is 1.00. (9) The reactants are Br[C:2]1[S:3][CH:4]=[CH:5][N:6]=1.[NH2:7][C:8]1[CH:9]=[C:10](C)[CH:11]=[C:12]([OH:14])[CH:13]=1.Cl.[CH3:17]CO. No catalyst specified. The product is [CH3:17][C:11]1[CH:10]=[CH:9][C:8]([NH:7][C:2]2[S:3][CH:4]=[CH:5][N:6]=2)=[CH:13][C:12]=1[OH:14]. The yield is 0.740.